Dataset: Full USPTO retrosynthesis dataset with 1.9M reactions from patents (1976-2016). Task: Predict the reactants needed to synthesize the given product. (1) Given the product [C:1]([O:5][C:6]([N:8]1[C@@H:12]([CH2:13][CH:14]([OH:15])[CH2:20][CH:19]=[CH2:18])[CH2:11][O:10][C:9]1([CH3:17])[CH3:16])=[O:7])([CH3:4])([CH3:3])[CH3:2], predict the reactants needed to synthesize it. The reactants are: [C:1]([O:5][C:6]([N:8]1[C@@H:12]([CH2:13][CH:14]=[O:15])[CH2:11][O:10][C:9]1([CH3:17])[CH3:16])=[O:7])([CH3:4])([CH3:3])[CH3:2].[CH2:18]([Mg]Br)[CH:19]=[CH2:20]. (2) Given the product [C:18]([C:10]1[C:11]2[C:12](=[N:13][C:14]([CH3:22])=[CH:15][N:16]=2)[N:8]([CH2:7][CH2:6][CH2:5][NH:4][C:3](=[O:21])[O:2][CH3:1])[CH:9]=1)(=[O:20])[CH3:19], predict the reactants needed to synthesize it. The reactants are: [CH3:1][O:2][C:3](=[O:21])[NH:4][CH2:5][CH2:6][CH2:7][N:8]1[C:12]2=[N:13][C:14](Cl)=[CH:15][N:16]=[C:11]2[C:10]([C:18](=[O:20])[CH3:19])=[CH:9]1.[CH3:22]B1OB(C)OB(C)O1.C1(P(C2CCCCC2)C2C=CC=CC=2C2C(C(C)C)=CC(C(C)C)=CC=2C(C)C)CCCCC1.O.